This data is from Full USPTO retrosynthesis dataset with 1.9M reactions from patents (1976-2016). The task is: Predict the reactants needed to synthesize the given product. (1) Given the product [CH:16]1[CH:15]=[C:14]([O:8][C:5]2[CH:6]=[CH:7][C:2]([F:1])=[CH:3][CH:4]=2)[C:13]([F:18])=[CH:12][CH:17]=1, predict the reactants needed to synthesize it. The reactants are: [F:1][C:2]1[CH:7]=[CH:6][C:5]([OH:8])=[CH:4][CH:3]=1.[OH-].[K+].Br[C:12]1[CH:17]=[CH:16][CH:15]=[CH:14][C:13]=1[F:18]. (2) Given the product [Br:1][C:2]1[CH:31]=[CH:30][C:5]2[NH:6][C:7]([C:9]3([C:22]#[N:23])[CH2:14][CH2:13][NH:12][CH2:11][CH2:10]3)=[N:8][C:4]=2[CH:3]=1, predict the reactants needed to synthesize it. The reactants are: [Br:1][C:2]1[CH:31]=[CH:30][C:5]2[N:6](S(=O)(=O)N(C)C)[C:7]([C:9]3([C:22]#[N:23])[CH2:14][CH2:13][N:12](C(OC(C)(C)C)=O)[CH2:11][CH2:10]3)=[N:8][C:4]=2[CH:3]=1.BrC1C=CC2N=C(C3(C#N)CCN(C(OC(C)(C)C)=O)CC3)N(S(=O)(=O)N(C)C)C=2C=1.Cl. (3) Given the product [CH3:9][O:10][C:11]1[CH:16]=[C:15]([C:2]2[N:3]=[N:4][C:5]([CH3:8])=[CH:6][CH:7]=2)[CH:14]=[CH:13][N:12]=1, predict the reactants needed to synthesize it. The reactants are: Cl[C:2]1[N:3]=[N:4][C:5]([CH3:8])=[CH:6][CH:7]=1.[CH3:9][O:10][C:11]1[CH:16]=[C:15](B2OC(C)(C)C(C)(C)O2)[CH:14]=[CH:13][N:12]=1. (4) Given the product [NH2:1][C:2]1[CH2:3][C:4]([C:14]([O:16][CH2:17][CH3:18])=[O:15])=[CH:5][C:6]2[CH:12]=[C:11]([C:29]3[CH:28]=[CH:27][C:26]([C:24]([N:19]4[CH2:20][CH2:21][CH2:22][CH2:23]4)=[O:25])=[CH:31][CH:30]=3)[CH:10]=[CH:9][C:7]=2[N:8]=1, predict the reactants needed to synthesize it. The reactants are: [NH2:1][C:2]1[CH2:3][C:4]([C:14]([O:16][CH2:17][CH3:18])=[O:15])=[CH:5][C:6]2[CH:12]=[C:11](Br)[CH:10]=[CH:9][C:7]=2[N:8]=1.[N:19]1([C:24]([C:26]2[CH:31]=[CH:30][C:29](B(O)O)=[CH:28][CH:27]=2)=[O:25])[CH2:23][CH2:22][CH2:21][CH2:20]1.C(=O)([O-])[O-].[K+].[K+]. (5) Given the product [CH2:1]([C@H:5]1[C:6]([O:11][CH3:12])=[CH:7][C:8](=[O:10])[N:9]1[C:27](=[O:28])[C@H:26]([NH:25][C:23](=[O:24])[O:22][C:18]([CH3:21])([CH3:20])[CH3:19])[CH2:39][CH:40]([CH3:42])[CH3:41])[CH:2]([CH3:4])[CH3:3], predict the reactants needed to synthesize it. The reactants are: [CH2:1]([C@@H:5]1[NH:9][C:8](=[O:10])[CH:7]=[C:6]1[O:11][CH3:12])[CH:2]([CH3:4])[CH3:3].[Li]CCCC.[C:18]([O:22][C:23]([NH:25][C@H:26]([CH2:39][CH:40]([CH3:42])[CH3:41])[C:27](OC1C=CC([N+]([O-])=O)=CC=1)=[O:28])=[O:24])([CH3:21])([CH3:20])[CH3:19]. (6) Given the product [Cl:57][C:54]1[CH:55]=[CH:56][C:51]([C:46]2([CH2:45][C:41]3[N:40]4[CH2:58][CH2:59][NH:60][C:61](=[O:62])[C:39]4=[C:38]([OH:37])[C:43](=[O:44])[N:42]=3)[CH2:50][CH2:49][CH2:48][CH2:47]2)=[CH:52][CH:53]=1, predict the reactants needed to synthesize it. The reactants are: OC1C(=O)N=C(CC2(C3C4C(=CC=CC=4)C=CC=3)CCCC2)N2CCNC(=O)C=12.C([O:37][C:38]1[C:43](=[O:44])[N:42]=[C:41]([CH2:45][C:46]2([C:51]3[CH:56]=[CH:55][C:54]([Cl:57])=[CH:53][CH:52]=3)[CH2:50][CH2:49][CH2:48][CH2:47]2)[N:40]2[CH2:58][CH2:59][NH:60][C:61](=[O:62])[C:39]=12)C1C=CC=CC=1.